From a dataset of Reaction yield outcomes from USPTO patents with 853,638 reactions. Predict the reaction yield, written as a fraction of the theoretical maximum amount of product (1.0 means a 100% yield; for example, 0.34 means a 34% yield). (1) The reactants are Cl.[NH:2]1[CH2:7][CH2:6][O:5][CH2:4][CH:3]1[C:8]([O:10]C)=O.[NH3:12]. The catalyst is CO. The product is [NH:2]1[CH2:7][CH2:6][O:5][CH2:4][CH:3]1[C:8]([NH2:12])=[O:10]. The yield is 0.990. (2) The product is [CH3:1][O:2][C:3]1[CH:4]=[C:5]2[C:10](=[CH:11][C:12]=1[O:13][CH3:14])[CH2:9][N:8]([CH2:15][CH2:16][CH2:17][CH2:18][NH:19][C:20](=[O:29])[C:21]1[CH:26]=[C:25]([CH3:27])[CH:24]=[CH:23][C:22]=1[O:28][CH2:31][CH2:32][O:33][CH2:34][CH2:35][OH:36])[CH2:7][CH2:6]2. The yield is 0.510. The reactants are [CH3:1][O:2][C:3]1[CH:4]=[C:5]2[C:10](=[CH:11][C:12]=1[O:13][CH3:14])[CH2:9][N:8]([CH2:15][CH2:16][CH2:17][CH2:18][NH:19][C:20](=[O:29])[C:21]1[CH:26]=[C:25]([CH3:27])[CH:24]=[CH:23][C:22]=1[OH:28])[CH2:7][CH2:6]2.Cl[CH2:31][CH2:32][O:33][CH2:34][CH2:35][OH:36].C(=O)([O-])[O-].[K+].[K+]. The catalyst is CN(C)C=O. (3) The reactants are [Cl:1][C:2]1[C:3]([O:12][C:13]2[CH:18]=[C:17]([OH:19])[CH:16]=[CH:15][C:14]=2[CH2:20][CH2:21][CH2:22][O:23][C:24]2[C:28]([CH2:29][C:30]([O:32]C)=[O:31])=[CH:27][N:26]([CH3:34])[N:25]=2)=[N:4][CH:5]=[C:6]([C:8]([F:11])([F:10])[F:9])[CH:7]=1.Cl[CH2:36][C:37]([N:39]([CH2:42][CH3:43])[CH2:40][CH3:41])=[O:38].C(=O)([O-])[O-].[K+].[K+].O1CCCC1CO.[OH-].[Na+].Cl. The catalyst is CN(C)C=O.O. The product is [Cl:1][C:2]1[C:3]([O:12][C:13]2[CH:18]=[C:17]([O:19][CH2:36][C:37]([N:39]([CH2:42][CH3:43])[CH2:40][CH3:41])=[O:38])[CH:16]=[CH:15][C:14]=2[CH2:20][CH2:21][CH2:22][O:23][C:24]2[C:28]([CH2:29][C:30]([OH:32])=[O:31])=[CH:27][N:26]([CH3:34])[N:25]=2)=[N:4][CH:5]=[C:6]([C:8]([F:9])([F:10])[F:11])[CH:7]=1. The yield is 0.690. (4) The reactants are [N+:1]([C:4]1[N:9]=[C:8]([CH2:10][C:11]([OH:13])=O)[CH:7]=[CH:6][CH:5]=1)([O-:3])=[O:2].CCN(C(C)C)C(C)C.C1C=CC2N(O)N=NC=2C=1.Cl.[CH3:34][NH:35][O:36][CH3:37].C(Cl)CCl. The catalyst is ClCCl. The product is [CH3:37][O:36][N:35]([CH3:34])[C:11](=[O:13])[CH2:10][C:8]1[CH:7]=[CH:6][CH:5]=[C:4]([N+:1]([O-:3])=[O:2])[N:9]=1. The yield is 0.760. (5) The reactants are Cl.[CH3:2][NH:3][O:4][CH3:5].[Cl-].C([Al+]CC)C.C([O:19][C:20]1[CH:25]=[CH:24][C:23]([C@@H:26]2[C@@H:29]([CH2:30][CH2:31][C:32](OC)=[O:33])[C:28](=[O:36])[N:27]2[C:37]2[CH:42]=[CH:41][C:40]([F:43])=[CH:39][CH:38]=2)=[CH:22][CH:21]=1)C1C=CC=CC=1.[NH4+].[Cl-].[C:46]1([CH3:52])[CH:51]=[CH:50][CH:49]=[CH:48][CH:47]=1. No catalyst specified. The product is [CH2:52]([O:19][C:20]1[CH:25]=[CH:24][C:23]([C@@H:26]2[C@@H:29]([CH2:30][CH2:31][C:32]([N:3]([O:4][CH3:5])[CH3:2])=[O:33])[C:28](=[O:36])[N:27]2[C:37]2[CH:42]=[CH:41][C:40]([F:43])=[CH:39][CH:38]=2)=[CH:22][CH:21]=1)[C:46]1[CH:51]=[CH:50][CH:49]=[CH:48][CH:47]=1. The yield is 0.965. (6) The reactants are [NH2:1][C:2]1[CH:24]=[C:23]2[C:5]([CH2:6][C:7]([CH3:26])([CH3:25])[CH2:8][C:9]32[CH2:14][CH2:13][S:12][C:11]([NH:15][C:16](=[O:22])[O:17][C:18]([CH3:21])([CH3:20])[CH3:19])=[N:10]3)=[CH:4][CH:3]=1.[CH3:27][C:28]1[O:29][CH:30]=[C:31]([C:33](O)=[O:34])[N:32]=1. No catalyst specified. The product is [CH3:25][C:7]1([CH3:26])[CH2:6][C:5]2[C:23](=[CH:24][C:2]([NH:1][C:33]([C:31]3[N:32]=[C:28]([CH3:27])[O:29][CH:30]=3)=[O:34])=[CH:3][CH:4]=2)[C:9]2([CH2:14][CH2:13][S:12][C:11]([NH:15][C:16](=[O:22])[O:17][C:18]([CH3:21])([CH3:19])[CH3:20])=[N:10]2)[CH2:8]1. The yield is 0.680.